Dataset: Experimentally validated miRNA-target interactions with 360,000+ pairs, plus equal number of negative samples. Task: Binary Classification. Given a miRNA mature sequence and a target amino acid sequence, predict their likelihood of interaction. (1) The miRNA is hsa-miR-302c-3p with sequence UAAGUGCUUCCAUGUUUCAGUGG. The protein sequence of the target gene is MDTSRVQPIKLARVTKVLGRTGSQGQCTQVRVEFMDDTSRSIIRNVKGPVREGDVLTLLESEREARRLR. Result: 0 (no interaction). (2) The miRNA is hsa-miR-484 with sequence UCAGGCUCAGUCCCCUCCCGAU. The protein sequence of the target gene is MSDRLGQITKGKDGKSKYSTLSLFDKYKGKSVDAIRSSVIPRHGLQSLGKVAAARRMPPPANLPSLKSENKGNDPNIVIVPKDGTGWANKQDQQDPKSSSATASQPPESLPQPGLQKSVSNLQKPTQSISQENTNSVPGGPKSWAQLNGKPVGHEGGLRGSSRLLSFSPEEFPTLKAAGGQDKAGKEKGVLDLSYGPGPSLRPQNVTSWREGGGRHIISATSLSTSPTELGSRNSSTGDGAPSSACTSDSKDPSLRPAQPVRKGASQFMGNVYHPPTYHDMLPAFMCSPKSSENQGTVER.... Result: 1 (interaction). (3) The miRNA is mmu-miR-1930-5p with sequence ACCUCCAUAGUACCUGCAGCGU. The protein sequence of the target gene is MAAPTLGRLVLTHLLVALFGMGSWAAVNGIWVELPVVVKDLPEGWSLPSYLSVVVALGNLGLLVVTLWRQLAPGKGEQVPIQVVQVLSVVGTALLAPLWHHVAPVAGQLHSVAFLTLALVLAMACCTSNVTFLPFLSHLPPPFLRSFFLGQGLSALLPCVLALVQGVGRLECPPAPTNGTSGPPLDFPERFPASTFFWALTALLVTSAAAFRGLLLLLPSLPSVTTGGSGPELQLGSPGAEEEEKEEEEALPLQEPPSQAAGTIPGPDPEAHQLFSAHGAFLLGLMAFTSAVTNGVLPSV.... Result: 0 (no interaction). (4) The miRNA is hsa-miR-934 with sequence UGUCUACUACUGGAGACACUGG. The protein sequence of the target gene is MTDTSVLDQWKASFFVEDFLEKKTITRMVTQINCEFEEVVPSSNPDSQIEVEEVSLYTHMDYNEVFTPVSCLEKCSALQNQNQDLFIDDKGILFVSSRKHLPTLPTLLSRLKLFLVKDPLLDFKGQIFTEANFSRECFSLQETLEAFVKEDFCMDKVNFCQEKLEDTICLNEPSSFLIEYEFLIPPSLKPEIDIPSLSELKELLNPVPEIINYVDEKEKLFERDLTNKHGIEDIGDIKFSSTEILTIQSQSEPEECSKPGELEMPLTPLFLTCQHSSVNSLRTELQTFPLSPVCKINLLT.... Result: 0 (no interaction). (5) The miRNA is hsa-miR-151b with sequence UCGAGGAGCUCACAGUCU. The protein sequence of the target gene is MQNSEGGADSPASVALRPSAAAPPVPASPQRVLVQAASSNPKGAQMQPISLPRVQQVPQQVQPVQHVYPAQVQYVEGGDAVYTNGAIRTAYTYNPEPQMYAPSSTASYFEAPGGAQVTVAASSPPAVPSHSMVGITMDVGGSPIVSSAGAYLIHGGMDSTRHSLAHTSRSSPATLEMAIENLQKSEGITSHKSGLLNSHLQWLLDNYETAEGVSLPRSSLYNHYLRHCQEHKLDPVNAASFGKLIRSVFMGLRTRRLGTRGNSKYHYYGIRLKPDSPLNRLQEDTQYMAMRQQPMHQKPR.... Result: 1 (interaction).